From a dataset of Full USPTO retrosynthesis dataset with 1.9M reactions from patents (1976-2016). Predict the reactants needed to synthesize the given product. (1) Given the product [CH3:39][C:21]([C:18]1[CH:19]=[CH:20][C:15]([C:12]2[N:11]=[N:10][C:9]([C:40]([O:48][CH3:47])=[O:41])=[CH:14][CH:13]=2)=[CH:16][CH:17]=1)([C:25]1[CH:30]=[CH:29][C:28]([O:31][CH2:32][C:33]2[CH:38]=[CH:37][CH:36]=[CH:35][N:34]=2)=[CH:27][CH:26]=1)[CH:22]([CH3:24])[CH3:23], predict the reactants needed to synthesize it. The reactants are: C(N(CC)CC)C.Cl[C:9]1[N:10]=[N:11][C:12]([C:15]2[CH:20]=[CH:19][C:18]([C:21]([CH3:39])([C:25]3[CH:30]=[CH:29][C:28]([O:31][CH2:32][C:33]4[CH:38]=[CH:37][CH:36]=[CH:35][N:34]=4)=[CH:27][CH:26]=3)[CH:22]([CH3:24])[CH3:23])=[CH:17][CH:16]=2)=[CH:13][CH:14]=1.[CH3:40][OH:41].[C]=O.CN([CH:47]=[O:48])C. (2) Given the product [CH3:1][C:2]1[N:7]=[C:6]([CH2:8][NH2:9])[CH:5]=[CH:4][CH:3]=1, predict the reactants needed to synthesize it. The reactants are: [CH3:1][C:2]1[N:7]=[C:6](/[CH:8]=[N:9]/O)[CH:5]=[CH:4][CH:3]=1.C(O)(=O)C. (3) The reactants are: CS([O:5][C:6]1[CH:11]=CC(C(C)(C)C)=CC=1)(=O)=[O:3].NC1C=CC=CC=1.C1C=CC(/C=C/C(/C=C/C2C=CC=CC=2)=[O:32])=CC=1.C1C=CC(/C=C/[C:49](/[CH:51]=C/C2C=CC=CC=2)=[O:50])=CC=1.C1C=CC(/C=C/C(/C=C/C2C=CC=CC=2)=O)=CC=1.[Pd:77].[Pd]. Given the product [CH3:11][C:6]([O-:5])=[O:32].[CH3:51][C:49]([O-:3])=[O:50].[Pd+2:77], predict the reactants needed to synthesize it. (4) Given the product [Cl:1][C:2]1[N:10]=[C:9]2[C:5]([N:6]=[C:7]([CH2:13][N:14]3[CH2:19][CH2:18][CH:17]([N:20]4[CH2:23][CH2:22][C:21]4=[O:42])[CH2:16][CH2:15]3)[N:8]2[CH2:11][CH3:12])=[C:4]([N:26]2[CH2:31][CH2:30][O:29][CH2:28][CH2:27]2)[N:3]=1, predict the reactants needed to synthesize it. The reactants are: [Cl:1][C:2]1[N:10]=[C:9]2[C:5]([N:6]=[C:7]([CH2:13][N:14]3[CH2:19][CH2:18][CH:17]([N:20]4[CH2:23][C:22](F)(F)[CH2:21]4)[CH2:16][CH2:15]3)[N:8]2[CH2:11][CH3:12])=[C:4]([N:26]2[CH2:31][CH2:30][O:29][CH2:28][CH2:27]2)[N:3]=1.N1CCC(N2CCC2=[O:42])CC1. (5) Given the product [Br:1][C:2]1[CH:7]=[CH:6][C:5]([CH2:8][C:9]([O:11][C:19]([CH3:21])([CH3:20])[CH3:18])=[O:10])=[C:4]([F:12])[CH:3]=1, predict the reactants needed to synthesize it. The reactants are: [Br:1][C:2]1[CH:7]=[CH:6][C:5]([CH2:8][C:9]([OH:11])=[O:10])=[C:4]([F:12])[CH:3]=1.S(=O)(=O)(O)O.[CH2:18]=[C:19]([CH3:21])[CH3:20].C(=O)=O.